From a dataset of Forward reaction prediction with 1.9M reactions from USPTO patents (1976-2016). Predict the product of the given reaction. (1) Given the reactants I[C:2]1[N:3]=[CH:4][N:5]([C:7]([C:20]2[CH:25]=[CH:24][CH:23]=[CH:22][CH:21]=2)([C:14]2[CH:19]=[CH:18][CH:17]=[CH:16][CH:15]=2)[C:8]2[CH:13]=[CH:12][CH:11]=[CH:10][CH:9]=2)[CH:6]=1.C([Mg]Br)(C)C.[CH2:31]([Sn:35](Cl)([CH2:40][CH2:41][CH2:42][CH3:43])[CH2:36][CH2:37][CH2:38][CH3:39])[CH2:32][CH2:33][CH3:34], predict the reaction product. The product is: [CH2:40]([Sn:35]([CH2:31][CH2:32][CH2:33][CH3:34])([CH2:36][CH2:37][CH2:38][CH3:39])[C:2]1[N:3]=[CH:4][N:5]([C:7]([C:20]2[CH:25]=[CH:24][CH:23]=[CH:22][CH:21]=2)([C:14]2[CH:19]=[CH:18][CH:17]=[CH:16][CH:15]=2)[C:8]2[CH:13]=[CH:12][CH:11]=[CH:10][CH:9]=2)[CH:6]=1)[CH2:41][CH2:42][CH3:43]. (2) Given the reactants [NH2:1][CH:2]([C:11]1[C:16]([O:17][CH3:18])=[CH:15][CH:14]=[CH:13][C:12]=1[O:19][CH3:20])[CH2:3][CH2:4][CH2:5][CH2:6][C:7]([O:9]C)=O.[F:21][C:22]1[C:29]([C:30]2[CH:35]=[CH:34][CH:33]=[CH:32][N:31]=2)=[CH:28][CH:27]=[CH:26][C:23]=1[CH:24]=O, predict the reaction product. The product is: [CH3:20][O:19][C:12]1[CH:13]=[CH:14][CH:15]=[C:16]([O:17][CH3:18])[C:11]=1[CH:2]1[N:1]([CH2:24][C:23]2[CH:26]=[CH:27][CH:28]=[C:29]([C:30]3[CH:35]=[CH:34][CH:33]=[CH:32][N:31]=3)[C:22]=2[F:21])[C:7](=[O:9])[CH2:6][CH2:5][CH2:4][CH2:3]1. (3) Given the reactants [CH2:1]([NH:3][C:4]1[C:13]([CH2:14][C:15]2[C:24]3[C:19](=[CH:20][C:21]([O:27][CH3:28])=[C:22]([O:25][CH3:26])[CH:23]=3)[C:18]([CH2:29][N:30]3[C:38](=[O:39])[C:37]4C(=CC=CC=4)C3=O)=[N:17][C:16]=2[OH:41])=[CH:12][C:11]2[C:6](=[CH:7][CH:8]=[C:9]([O:42][CH3:43])[CH:10]=2)[N:5]=1)[CH3:2].[OH2:44].NN.[CH3:47][CH:48](N(C(C)C)CC1C=CC=CC=1)C.C=CC1C=CC=CC=1.C=CC1C=CC(C=C)=CC=1.C(OC(=O)C)(=O)C, predict the reaction product. The product is: [C:47]([O:41][C:16]1[N:17]=[C:18]([CH2:29][NH:30][C:38](=[O:39])[CH3:37])[C:19]2[C:24]([C:15]=1[CH2:14][C:13]1[C:4]([NH:3][CH2:1][CH3:2])=[N:5][C:6]3[C:11]([CH:12]=1)=[CH:10][C:9]([O:42][CH3:43])=[CH:8][CH:7]=3)=[CH:23][C:22]([O:25][CH3:26])=[C:21]([O:27][CH3:28])[CH:20]=2)(=[O:44])[CH3:48].